Dataset: Catalyst prediction with 721,799 reactions and 888 catalyst types from USPTO. Task: Predict which catalyst facilitates the given reaction. (1) Product: [CH3:23][S:27]([C:44]1[CH:45]=[C:46]([C:10]2[CH:9]=[CH:8][C:6]3[N:7]=[C:2]([NH:19][CH2:20][C:21]4[CH:22]=[C:23]([S:27]([NH2:30])(=[O:28])=[O:29])[CH:24]=[CH:25][CH:26]=4)[N:3]=[C:4]([NH:13][CH2:14][C:15]([F:18])([F:17])[F:16])[C:5]=3[N:11]=2)[CH:39]=[CH:37][CH:38]=1)(=[O:29])=[O:28]. Reactant: Cl[C:2]1[N:3]=[C:4]([NH:13][CH2:14][C:15]([F:18])([F:17])[F:16])[C:5]2[N:11]=[C:10](Cl)[CH:9]=[CH:8][C:6]=2[N:7]=1.[NH2:19][CH2:20][C:21]1[CH:22]=[C:23]([S:27]([NH2:30])(=[O:29])=[O:28])[CH:24]=[CH:25][CH:26]=1.C(N([CH:37]([CH3:39])[CH3:38])CC)(C)C.CO.CN1C(=O)[CH2:46][CH2:45][CH2:44]1. The catalyst class is: 38. (2) Reactant: [O:1]1[C:5]([C:6]2[CH:11]=[CH:10][C:9]([NH:12][NH2:13])=[CH:8][CH:7]=2)=[CH:4][N:3]=[CH:2]1.[CH3:14][O:15][C:16](=[O:25])[C:17]([C:19]1[CH:24]=[CH:23][CH:22]=[CH:21][CH:20]=1)=O. Product: [CH3:14][O:15][C:16](=[O:25])[CH2:17][CH:19]1[CH:20]=[CH:21][CH:22]=[CH:23][C:24]1=[N:13][NH:12][C:9]1[CH:8]=[CH:7][C:6]([C:5]2[O:1][CH:2]=[N:3][CH:4]=2)=[CH:11][CH:10]=1. The catalyst class is: 15. (3) Product: [CH:51]([C:43]1[CH:44]=[CH:45][CH:46]=[C:47]([CH:48]([CH3:50])[CH3:49])[C:42]=1[N:38]1[CH:39]=[CH:40][N:41]=[C:37]1[C:33]1[CH:32]=[C:31]([CH:36]=[CH:35][CH:34]=1)[N:7]([C:1]1[CH:6]=[CH:5][CH:4]=[CH:3][CH:2]=1)[C:8]1[CH:13]=[CH:12][CH:11]=[C:10]([C:14]2[CH:23]=[CH:22][C:21]3[C:16](=[CH:17][CH:18]=[CH:19][CH:20]=3)[N:15]=2)[CH:9]=1)([CH3:53])[CH3:52]. The catalyst class is: 187. Reactant: [C:1]1([NH:7][C:8]2[CH:13]=[CH:12][CH:11]=[C:10]([C:14]3[CH:23]=[CH:22][C:21]4[C:16](=[CH:17][CH:18]=[CH:19][CH:20]=4)[N:15]=3)[CH:9]=2)[CH:6]=[CH:5][CH:4]=[CH:3][CH:2]=1.CC(C)([O-])C.[Na+].Br[C:31]1[CH:32]=[C:33]([C:37]2[N:38]([C:42]3[C:47]([CH:48]([CH3:50])[CH3:49])=[CH:46][CH:45]=[CH:44][C:43]=3[CH:51]([CH3:53])[CH3:52])[CH:39]=[CH:40][N:41]=2)[CH:34]=[CH:35][CH:36]=1.C1(P(C2CCCCC2)C2C=CC=CC=2C2C(OC)=CC=CC=2OC)CCCCC1. (4) Reactant: [Br:1][C:2]1[CH:7]=[CH:6][C:5]([NH:8][C:9]2[N:18]=[CH:17][C:16]3[C:11](=[CH:12][CH:13]=[C:14]([O:19]C)[CH:15]=3)[N:10]=2)=[CH:4][CH:3]=1. The catalyst class is: 201. Product: [Br:1][C:2]1[CH:3]=[CH:4][C:5]([NH:8][C:9]2[N:18]=[CH:17][C:16]3[C:11](=[CH:12][CH:13]=[C:14]([OH:19])[CH:15]=3)[N:10]=2)=[CH:6][CH:7]=1.